Dataset: Catalyst prediction with 721,799 reactions and 888 catalyst types from USPTO. Task: Predict which catalyst facilitates the given reaction. Reactant: [Cl:1][C:2]1[CH:7]=[C:6](F)[CH:5]=[CH:4][C:3]=1[N+:9]([O-:11])=[O:10].[CH3:12][N:13]1[CH2:18][CH2:17][NH:16][CH2:15][CH2:14]1.C(=O)([O-])[O-].[K+].[K+]. The catalyst class is: 18. Product: [Cl:1][C:2]1[CH:7]=[C:6]([N:16]2[CH2:17][CH2:18][N:13]([CH3:12])[CH2:14][CH2:15]2)[CH:5]=[CH:4][C:3]=1[N+:9]([O-:11])=[O:10].